This data is from Experimentally validated miRNA-target interactions with 360,000+ pairs, plus equal number of negative samples. The task is: Binary Classification. Given a miRNA mature sequence and a target amino acid sequence, predict their likelihood of interaction. (1) The miRNA is mmu-miR-494-3p with sequence UGAAACAUACACGGGAAACCUC. The protein sequence of the target gene is MVAVAAAAATEARLRGSTTATAAPAGRKGRQHRPCTATGAWRPGPRARLCLPRVLSRALPPPPLLPLLFSLLLLPLPREAEAAAVAAAVSGSAAAEAKECDRPCVNGGRCNPGTGQCVCPTGWVGEQCQHCGGRFRLTGSSGFVTDGPGNYKYKTKCTWLIEGQPNRIMRLRFNHFATECSWDHLYVYDGDSIYAPLIAAFSGLIVPERDGNETAPEVTVTSGYALLHFFSDAAYNLTGFNITYNFDMCPNNCSGRGECKSSNSSSAVECECSENWKGESCDIPHCTDNCGFPHRGICNA.... Result: 1 (interaction). (2) The miRNA is hsa-miR-3169 with sequence UAGGACUGUGCUUGGCACAUAG. The protein sequence of the target gene is MVEMEQAEAQLSELDLLASMFPSENELIVNDQLALAELKDCIEKRTMEGRSSQVYFTINVSLDLSEAAVVTFSLSCILPFKYPTVLPEITVRSVSLSRSQQTQLNTDLIAYLQKNCLGDVCILNATEWVKEHAFDYVNIEALPSPARQSTAQPEDLAFTRLWIYSHHIYNKCKRRNILEWAKELSLTGFSMPGKPGVVCVEGPQSACEEFWSRLRKLNWKRILIRHREDIPLDGTAGGMEGQRKFPILEEKAFSVHGARGNHMDFGQLYQFLNARGCGDVFQMFFGVEGQ. Result: 0 (no interaction). (3) The miRNA is mmu-miR-770-5p with sequence AGCACCACGUGUCUGGGCCACG. The protein sequence of the target gene is MFVSLWEFFYGHFFRFWMKWLLRQMTGKCELQRIFDTYGGAQRTYRIENSLTYSKNKVLQNATRVAQSELDRCIANIMKEKNICSEKDTSFQICMRTCLLQITGYKQLYHDVENVRKKPYDSANAQHEKMLLKLWSLLMPTKKLTARISKQWADIGFQGDDPKTDFRGMGILGLINLVYFSENYTSEAHQILSRSNHPKLGYSYAIVGINLTEMAYSLLKSEALKLHLYNFVPGVPTMEHFHQFYCYLVYEFDKFWLEEEPESIMYFNLYREKFHERIKGLLMDCNAVLTLKT. Result: 0 (no interaction). (4) The miRNA is mmu-miR-3110-5p with sequence UUCUGCCUCCCCUGAAGGCUC. The protein sequence of the target gene is MLRNSTFKNMQRRHTTLREKGRRQAIRGPAYMFNEKGTSLTPEEERFLDSAEYGNIPVVRKMLEESKTLNFNCVDYMGQNALQLAVGNEHLEVTELLLKKENLARVGDALLLAISKGYVRIVEAILNHPAFAQGQRLTLSPLEQELRDDDFYAYDEDGTRFSHDITPIILAAHCQEYEIVHILLLKGARIERPHDYFCKCNECTEKQRKDSFSHSRSRMNAYKGLASAAYLSLSSEDPVLTALELSNELARLANIETEFKNDYRKLSMQCKDFVVGVLDLCRDTEEVEAILNGDVNFQVW.... Result: 0 (no interaction). (5) The miRNA is mmu-let-7d-5p with sequence AGAGGUAGUAGGUUGCAUAGUU. The protein sequence of the target gene is MDSDSGEQSEGEPGTAAGPHVFSSKNLALQAQKKILSKIASKTVANMLIDDTSSEIFDELYKVTEIHTHNKKEAHKIMKDAIKVAIKIGILYRNKQFSQEEVIIVEKLRKKLNQTAMTMVSFYEVEYTFDTNVLSKLLHECKDLVHELVQRHLTPRTHGRINHVFNHFADVEFLSTLYGPHGNCRPNLKRICEGINKLLDDKIL. Result: 0 (no interaction). (6) The miRNA is hsa-miR-30c-5p with sequence UGUAAACAUCCUACACUCUCAGC. The protein sequence of the target gene is MKFRAKIVDGACLNHFTRISNMIAKLAKTCTLRISPDKLNFILCDKLANGGVSMWCELEQENFFNEFQMEGVSAENNEIYLELTSENLSRALKTAQNARALKIKLTNKHFPCLTVSVELLSMSSSSRIVTHDIPIKVIPRKLWKDLQEPVVPDPDVSIYLPVLKTMKSVVEKMKNISNHLVIEANLDGELNLKIETELVCVTTHFKDLGNPPLASESTHEDRNVEHMAEVHIDIRKLLQFLAGQQVNPTKALCNIVNNKMVHFDLLHEDVSLQYFIPALS. Result: 1 (interaction). (7) The protein sequence of the target gene is MDFPTISRSPSGPPAMDLEGPRDILVPSEDLTPDSQWDPMPGGPGSLSRMELDESSLQELVQQFEALPGDLVGPSPGGAPCPLHIATGHGLASQEIADAHGLLSAEAGRDDLLGLLHCEECPPSQTGPEEPLEPAPRLLQPPEDPDEDSDSPEWVEGASAEQEGSRSSSSSPEPWLETVPLVTPEEPPAGAQSPETLASYPAPQEVPGPCDHEDLLDGVIFGARYLGSTQLVSERNPPTSTRMAQAREAMDRVKAPDGETQPMTEVDLFVSTKRIKVLTADSQEAMMDHALHTISYTADI.... Result: 0 (no interaction). The miRNA is hsa-miR-5194 with sequence UGAGGGGUUUGGAAUGGGAUGG. (8) The miRNA is mmu-miR-6901-3p with sequence GACCUUCUGUGUUCUUGCAG. The protein sequence of the target gene is MSRDRFRSRGGGGGGFHRRGGGGGRGGLHDFRSPPPGMGLNQNRGPMGPGPGQSGPKPPIPPPPPHQQQQQPPPQQPPPQQPPPHQPPPHPQPHQQQQPPPPPQDSSKPVVAQGPGPAPGVGSAPPASSSAPPATPPTSGAPPGSGPGPTPTPPPAVTSAPPGAPPPTPPSSGVPTTPPQAGGPPPPPAAVPGPGPGPKQGPGPGGPKGGKMPGGPKPGGGPGLSTPGGHPKPPHRGGGEPRGGRQHHPPYHQQHHQGPPPGGPGGRSEEKISDSEGFKANLSLLRRPGEKTYTQRCRLF.... Result: 0 (no interaction). (9) The miRNA is mmu-miR-804 with sequence UGUGAGUUGUUCCUCACCUGGA. The protein sequence of the target gene is MKTILSNQTVDIPENVDITLKGRTVIVKGPRGTLRRDFNHINVELSLLGKKKKRLRVDKWWGNRKELATVRTICSHVQNMIKGVTLGFRYKMRSVYAHFPINVVIQENGSLVEIRNFLGEKYIRRVRMRPGVACSVSQAQKDELILEGNDIELVSNSAALIQQATTVKNKDIRKFLDGIYVSEKGTVQQADE. Result: 0 (no interaction). (10) Result: 0 (no interaction). The protein sequence of the target gene is MNFEFEREIGFINSQPSLAECLTSFPAVLETFQTSSIKESTLIPPPPPFEQTFPSLQPGASTLQRPRSQKRAEDGPALPPPPPPPLPAAPPAPEFPWMKEKKSAKKPSQSATSPSPAASAVPASGVGSPADGLGLPEAGGGGARRLRTAYTNTQLLELEKEFHFNKYLCRPRRVEIAALLDLTERQVKVWFQNRRMKHKRQTQHREPPDGEPACPGALEDICDPAEEPAASPGGPSASRAAWEACCHPPEVVPGALSADPRPLAVRLEGAGASSPGCALRGAGGLEPGPLPEDVFSGRQD.... The miRNA is hsa-miR-4736 with sequence AGGCAGGUUAUCUGGGCUG.